Dataset: Forward reaction prediction with 1.9M reactions from USPTO patents (1976-2016). Task: Predict the product of the given reaction. (1) The product is: [ClH:26].[NH:16]1[CH2:17][CH2:18][CH:13]([C:8]2[CH:9]=[C:10]3[C:5](=[CH:6][CH:7]=2)[CH:4]=[C:3]([C:1]#[N:2])[CH:12]=[CH:11]3)[CH2:14][CH2:15]1. Given the reactants [C:1]([C:3]1[CH:4]=[C:5]2[C:10](=[CH:11][CH:12]=1)[CH:9]=[C:8]([CH:13]1[CH2:18][CH2:17][N:16](C(OC(C)(C)C)=O)[CH2:15][CH2:14]1)[CH:7]=[CH:6]2)#[N:2].[Cl:26]CCl, predict the reaction product. (2) The product is: [O:33]1[C:18]2[CH:19]=[CH:20][C:21]([CH2:4][N:6]3[CH2:7][CH2:8][CH:9]([NH:12][C:13]4[C:22]5[C:17](=[CH:18][CH:19]=[C:20]([Cl:23])[CH:21]=5)[N:16]([CH2:24][C:25]([F:28])([F:26])[F:27])[C:15](=[O:29])[CH:14]=4)[CH2:10][CH2:11]3)=[CH:22][C:17]=2[O:34][CH2:31]1. Given the reactants C(O[C:4]([N:6]1[CH2:11][CH2:10][CH:9]([NH:12][C:13]2[C:22]3[C:17](=[CH:18][CH:19]=[C:20]([Cl:23])[CH:21]=3)[N:16]([CH2:24][C:25]([F:28])([F:27])[F:26])[C:15](=[O:29])[CH:14]=2)[CH2:8][CH2:7]1)=O)C.Br.[C:31]([OH:34])(=[O:33])C, predict the reaction product. (3) Given the reactants [C:1]([O:5][C:6]([N:8]1[CH2:13][CH:12]=[C:11]([C:14]2[CH:19]=[CH:18][CH:17]=[C:16]([CH2:20][NH:21][C:22](=[O:27])[C:23]([F:26])([F:25])[F:24])[N:15]=2)[CH2:10][CH2:9]1)=[O:7])([CH3:4])([CH3:3])[CH3:2].[H][H], predict the reaction product. The product is: [C:1]([O:5][C:6]([N:8]1[CH2:13][CH2:12][CH:11]([C:14]2[CH:19]=[CH:18][CH:17]=[C:16]([CH2:20][NH:21][C:22](=[O:27])[C:23]([F:26])([F:24])[F:25])[N:15]=2)[CH2:10][CH2:9]1)=[O:7])([CH3:4])([CH3:2])[CH3:3]. (4) The product is: [Cl:1][C:2]1[CH:7]=[CH:6][CH:5]=[C:4]([Cl:8])[C:3]=1[C:9]1[C:13]([CH2:14][O:15][C:16]2[CH:17]=[C:18]3[C:22](=[CH:23][CH:24]=2)[N:21]([CH2:25][C:26]2[CH:27]=[CH:28][C:29]([C:30]4[NH:39][N:38]=[N:37][N:31]=4)=[CH:32][CH:33]=2)[CH:20]=[CH:19]3)=[C:12]([CH:34]([CH3:36])[CH3:35])[O:11][N:10]=1. Given the reactants [Cl:1][C:2]1[CH:7]=[CH:6][CH:5]=[C:4]([Cl:8])[C:3]=1[C:9]1[C:13]([CH2:14][O:15][C:16]2[CH:17]=[C:18]3[C:22](=[CH:23][CH:24]=2)[N:21]([CH2:25][C:26]2[CH:33]=[CH:32][C:29]([C:30]#[N:31])=[CH:28][CH:27]=2)[CH:20]=[CH:19]3)=[C:12]([CH:34]([CH3:36])[CH3:35])[O:11][N:10]=1.[N-:37]=[N+:38]=[N-:39].[Na+].Cl.C(N(CC)CC)C.Cl, predict the reaction product. (5) Given the reactants Br[C:2]1[CH:3]=[N:4][CH:5]=[CH:6][C:7]=1[CH:8]([OH:10])[CH3:9].CC1(C)C(C)(C)OB([C:19]2[CH:20]=[C:21]3[C:26](=[N:27][CH:28]=2)[NH:25][CH2:24][CH2:23][CH2:22]3)O1, predict the reaction product. The product is: [N:25]1[C:26]2[NH:27][CH2:28][CH2:19][CH2:20][C:21]=2[CH:22]=[C:23]([C:2]2[CH:3]=[N:4][CH:5]=[CH:6][C:7]=2[CH:8]([OH:10])[CH3:9])[CH:24]=1. (6) Given the reactants [S:1]1[CH:5]=[CH:4][CH:3]=[C:2]1[CH2:6][O:7][C:8]1[N:13]=[N:12][C:11]([CH2:14][CH2:15][C:16]2[CH:23]=[CH:22][C:19]([CH:20]=O)=[CH:18][CH:17]=2)=[CH:10][CH:9]=1.[NH:24]1[CH2:28][CH2:27][CH2:26][CH2:25]1, predict the reaction product. The product is: [N:24]1([CH2:20][C:19]2[CH:22]=[CH:23][C:16]([CH2:15][CH2:14][C:11]3[N:12]=[N:13][C:8]([O:7][CH2:6][C:2]4[S:1][CH:5]=[CH:4][CH:3]=4)=[CH:9][CH:10]=3)=[CH:17][CH:18]=2)[CH2:28][CH2:27][CH2:26][CH2:25]1. (7) Given the reactants [ClH:1].[CH3:2][CH:3]1[CH:9]([CH3:10])[N:8](C(OC(C)(C)C)=O)[CH2:7][CH2:6][N:5]([C:18](=[O:31])[C:19]2[CH:24]=[C:23]([CH3:25])[CH:22]=[CH:21][C:20]=2[N:26]2[N:30]=[CH:29][CH:28]=[N:27]2)[CH2:4]1, predict the reaction product. The product is: [ClH:1].[CH3:10][CH:9]1[CH:3]([CH3:2])[CH2:4][N:5]([C:18](=[O:31])[C:19]2[CH:24]=[C:23]([CH3:25])[CH:22]=[CH:21][C:20]=2[N:26]2[N:30]=[CH:29][CH:28]=[N:27]2)[CH2:6][CH2:7][NH:8]1.